Dataset: Peptide-MHC class I binding affinity with 185,985 pairs from IEDB/IMGT. Task: Regression. Given a peptide amino acid sequence and an MHC pseudo amino acid sequence, predict their binding affinity value. This is MHC class I binding data. (1) The peptide sequence is TQLVDMSMTY. The MHC is HLA-A68:01 with pseudo-sequence HLA-A68:01. The binding affinity (normalized) is 0.273. (2) The peptide sequence is FQPTNGQFI. The MHC is H-2-Db with pseudo-sequence H-2-Db. The binding affinity (normalized) is 0.683. (3) The peptide sequence is HCIDKTPGL. The MHC is HLA-A24:02 with pseudo-sequence HLA-A24:02. The binding affinity (normalized) is 0.0847.